This data is from Buchwald-Hartwig C-N cross coupling reaction yields with 55,370 reactions. The task is: Predict the reaction yield, written as a fraction of the theoretical maximum amount of product (1.0 means a 100% yield; for example, 0.34 means a 34% yield). (1) The reactants are FC(F)(F)c1ccc(I)cc1.Cc1ccc(N)cc1.O=S(=O)(O[Pd]1c2ccccc2-c2ccccc2N~1)C(F)(F)F.CC(C)c1cc(C(C)C)c(-c2ccccc2P(C(C)(C)C)C(C)(C)C)c(C(C)C)c1.CCN=P(N=P(N(C)C)(N(C)C)N(C)C)(N(C)C)N(C)C.COC(=O)c1cc(-c2cccs2)on1. No catalyst specified. The product is Cc1ccc(Nc2ccc(C(F)(F)F)cc2)cc1. The yield is 0.382. (2) The reactants are Brc1ccccn1.Cc1ccc(N)cc1.O=S(=O)(O[Pd]1c2ccccc2-c2ccccc2N~1)C(F)(F)F.CC(C)c1cc(C(C)C)c(-c2ccccc2P(C(C)(C)C)C(C)(C)C)c(C(C)C)c1.CN1CCCN2CCCN=C12.CCOC(=O)c1cc(C)on1. No catalyst specified. The product is Cc1ccc(Nc2ccccn2)cc1. The yield is 0.933.